Dataset: Experimentally validated miRNA-target interactions with 360,000+ pairs, plus equal number of negative samples. Task: Binary Classification. Given a miRNA mature sequence and a target amino acid sequence, predict their likelihood of interaction. (1) The miRNA is hsa-miR-6857-5p with sequence UUGGGGAUUGGGUCAGGCCAGU. The protein sequence of the target gene is MEEEKDDSPQLTGIAVGALLALALVGVLILFMFRRLRQFRQAQPTPQYRFRKRDKVMFYGRKIMRKVTTLPNTLVENTALPRQRARKRTKVLSLAKRILRFKKEYPALQPKEPPPSLLEADLTEFDVKNSHLPSEVLYMLKNVRVLGHFEKPLFLELCKHIVFVQLQEGEHVFQPREPDPSICVVQDGRLEVCIQDTDGTEVVVKEVLAGDSVHSLLSILDIITGHAAPYKTVSVRAAIPSTILRLPAAAFHGVFEKYPETLVRVVQIIMVRLQRVTFLALHNYLGLTTELFNAESQAIP.... Result: 1 (interaction). (2) The miRNA is hsa-miR-28-3p with sequence CACUAGAUUGUGAGCUCCUGGA. The protein sequence of the target gene is MSRPRMRLVVTADDFGYCPRRDEGIVEAFLAGAVTSVSLLVNGAATESAAELARRHSIPTGLHANLSEGRPVGPARRGASSLLGPEGFFLGKMGFREAVAAGDVDLPQVREELEAQLSCFRELLGRAPTHADGHQHVHVLPGVCQVFAEALQAYGVRFTRLPLERGVGGCTWLEAPARAFACAVERDARAAVGPFSRHGLRWTDAFVGLSTCGRHMSAHRVSGALARVLEGTLAGHTLTAELMAHPGYPSVPPTGGCGEGPDAFSCSWERLHELRVLTAPTLRAQLAQDGVQLCALDDLD.... Result: 1 (interaction).